From a dataset of NCI-60 drug combinations with 297,098 pairs across 59 cell lines. Regression. Given two drug SMILES strings and cell line genomic features, predict the synergy score measuring deviation from expected non-interaction effect. Drug 1: CC1C(C(=O)NC(C(=O)N2CCCC2C(=O)N(CC(=O)N(C(C(=O)O1)C(C)C)C)C)C(C)C)NC(=O)C3=C4C(=C(C=C3)C)OC5=C(C(=O)C(=C(C5=N4)C(=O)NC6C(OC(=O)C(N(C(=O)CN(C(=O)C7CCCN7C(=O)C(NC6=O)C(C)C)C)C)C(C)C)C)N)C. Drug 2: C1=NC2=C(N=C(N=C2N1C3C(C(C(O3)CO)O)F)Cl)N. Cell line: BT-549. Synergy scores: CSS=-0.0490, Synergy_ZIP=3.21, Synergy_Bliss=6.77, Synergy_Loewe=-3.27, Synergy_HSA=-1.46.